This data is from Forward reaction prediction with 1.9M reactions from USPTO patents (1976-2016). The task is: Predict the product of the given reaction. (1) Given the reactants [CH3:1][C:2]1[CH:9]=[CH:8][C:5]([CH:6]=O)=[CH:4][CH:3]=1.Cl.[NH2:11][OH:12].C([O-])(=O)C.[Na+], predict the reaction product. The product is: [CH3:1][C:2]1[CH:9]=[CH:8][C:5]([CH:6]=[N:11][OH:12])=[CH:4][CH:3]=1. (2) Given the reactants [O:1]1[C:10]2[CH:9]=[C:8]([CH2:11][N:12]([CH:20]3[CH2:25][CH2:24][NH:23][CH2:22][CH2:21]3)[C:13](=[O:19])[O:14][C:15]([CH3:18])([CH3:17])[CH3:16])[N:7]=[CH:6][C:5]=2[O:4][CH2:3][CH2:2]1.[O:26]=[C:27]1[N:32]([CH2:33][CH:34]=O)[C:31]2[N:36]=[C:37]([N:40]3[CH:44]=[N:43][CH:42]=[N:41]3)[CH:38]=[CH:39][C:30]=2[N:29]=[CH:28]1.C([BH3-])#N.[Na+].C(=O)([O-])O.[Na+], predict the reaction product. The product is: [O:1]1[C:10]2[CH:9]=[C:8]([CH2:11][N:12]([CH:20]3[CH2:25][CH2:24][N:23]([CH2:34][CH2:33][N:32]4[C:27](=[O:26])[CH:28]=[N:29][C:30]5[CH:39]=[CH:38][C:37]([N:40]6[CH:44]=[N:43][CH:42]=[N:41]6)=[N:36][C:31]4=5)[CH2:22][CH2:21]3)[C:13](=[O:19])[O:14][C:15]([CH3:18])([CH3:17])[CH3:16])[N:7]=[CH:6][C:5]=2[O:4][CH2:3][CH2:2]1. (3) Given the reactants [Cl:1][C:2]1[C:12]2[O:11][CH2:10][CH2:9][N:8]([CH:13]([CH3:15])[CH3:14])[CH2:7][C:6]=2[CH:5]=[C:4]([N+:16]([O-])=O)[CH:3]=1.O.O.[Sn](Cl)Cl.C(=O)([O-])O.[Na+], predict the reaction product. The product is: [Cl:1][C:2]1[C:12]2[O:11][CH2:10][CH2:9][N:8]([CH:13]([CH3:14])[CH3:15])[CH2:7][C:6]=2[CH:5]=[C:4]([NH2:16])[CH:3]=1. (4) The product is: [N:28]1([CH2:27][C:26]#[C:25][C:18]2[CH:19]=[CH:20][C:21]3[C:16]([CH:17]=2)=[CH:15][N:14]([CH2:13][C:10]2[CH:11]=[CH:12][C:7]([C:6]([OH:33])=[O:5])=[CH:8][CH:9]=2)[C:23](=[O:24])[CH:22]=3)[CH:32]=[CH:31][N:30]=[CH:29]1. Given the reactants C([O:5][C:6](=[O:33])[C:7]1[CH:12]=[CH:11][C:10]([CH2:13][N:14]2[C:23](=[O:24])[CH:22]=[C:21]3[C:16]([CH:17]=[C:18]([C:25]#[C:26][CH2:27][N:28]4[CH:32]=[CH:31][N:30]=[CH:29]4)[CH:19]=[CH:20]3)=[CH:15]2)=[CH:9][CH:8]=1)(C)(C)C.FC(F)(F)C(O)=O, predict the reaction product. (5) Given the reactants C(N(CC)CC)C.[C:8]([O:11][CH2:12][C:13]([CH3:43])([CH3:42])[CH2:14][N:15]1[C:21]2[CH:22]=[CH:23][C:24]([Cl:26])=[CH:25][C:20]=2[C@@H:19]([C:27]2[CH:32]=[CH:31][CH:30]=[C:29]([O:33][CH3:34])[C:28]=2[O:35][CH3:36])[O:18][C@H:17]([CH2:37][C:38]([OH:40])=O)[C:16]1=[O:41])(=[O:10])[CH3:9].ClC(OCC(C)C)=O.Cl.[NH2:53][C:54]1[CH:55]=[C:56]([CH2:60][CH2:61][CH2:62][CH2:63][C:64]([O:66][CH2:67][CH3:68])=[O:65])[CH:57]=[CH:58][CH:59]=1.N1C=CC=CC=1.Cl, predict the reaction product. The product is: [C:8]([O:11][CH2:12][C:13]([CH3:42])([CH3:43])[CH2:14][N:15]1[C:21]2[CH:22]=[CH:23][C:24]([Cl:26])=[CH:25][C:20]=2[C@@H:19]([C:27]2[CH:32]=[CH:31][CH:30]=[C:29]([O:33][CH3:34])[C:28]=2[O:35][CH3:36])[O:18][C@H:17]([CH2:37][C:38]([NH:53][C:54]2[CH:55]=[C:56]([CH2:60][CH2:61][CH2:62][CH2:63][C:64]([O:66][CH2:67][CH3:68])=[O:65])[CH:57]=[CH:58][CH:59]=2)=[O:40])[C:16]1=[O:41])(=[O:10])[CH3:9]. (6) Given the reactants [CH2:1]([O:3][C:4](=[O:14])[CH2:5][C:6]1[CH:11]=[CH:10][CH:9]=[C:8]([C:12]#N)[CH:7]=1)[CH3:2].C(O)=[O:16], predict the reaction product. The product is: [CH2:1]([O:3][C:4](=[O:14])[CH2:5][C:6]1[CH:11]=[CH:10][CH:9]=[C:8]([CH:12]=[O:16])[CH:7]=1)[CH3:2]. (7) Given the reactants [CH2:1]([O:3][C:4](=[O:13])[C:5]1[CH:10]=[CH:9][C:8]([OH:11])=[C:7]([OH:12])[CH:6]=1)[CH3:2].C(=O)([O-])[O-].[K+].[K+].I[CH2:21][CH3:22], predict the reaction product. The product is: [CH2:1]([O:3][C:4](=[O:13])[C:5]1[CH:10]=[CH:9][C:8]([O:11][CH2:21][CH3:22])=[C:7]([OH:12])[CH:6]=1)[CH3:2].